The task is: Predict the reactants needed to synthesize the given product.. This data is from Full USPTO retrosynthesis dataset with 1.9M reactions from patents (1976-2016). (1) Given the product [CH3:22][O:23][C:24]([C:26]1[CH:27]2[N:42]([C:43]([O:45][C:46]([CH3:49])([CH3:47])[CH3:48])=[O:44])[CH:31]([CH2:32][C:33]=1[C:14]1[S:13][C:12]([O:11][CH2:10][CH2:9][O:8][Si:1]([C:4]([CH3:7])([CH3:5])[CH3:6])([CH3:2])[CH3:3])=[N:16][CH:15]=1)[CH2:30][N:29]([C:50]([O:52][C:53]([CH3:56])([CH3:55])[CH3:54])=[O:51])[CH2:28]2)=[O:25], predict the reactants needed to synthesize it. The reactants are: [Si:1]([O:8][CH2:9][CH2:10][O:11][C:12]1[S:13][CH:14]=[CH:15][N:16]=1)([C:4]([CH3:7])([CH3:6])[CH3:5])([CH3:3])[CH3:2].[Li]CCCC.[CH3:22][O:23][C:24]([C:26]1[CH:27]2[N:42]([C:43]([O:45][C:46]([CH3:49])([CH3:48])[CH3:47])=[O:44])[CH:31]([CH2:32][C:33]=1OS(C(F)(F)F)(=O)=O)[CH2:30][N:29]([C:50]([O:52][C:53]([CH3:56])([CH3:55])[CH3:54])=[O:51])[CH2:28]2)=[O:25].CCOC(C)=O. (2) Given the product [F:30][C:31]1[CH:39]=[C:38]2[C:34]([CH2:35][CH2:36][N:37]2[C:26]([C:22]2[N:23]=[CH:24][N:25]=[C:20]([N:17]3[CH2:18][CH2:19][CH:14]([N:10]4[CH2:9][CH2:8][C:7]5[CH:29]=[C:3]([O:2][CH3:1])[CH:4]=[CH:5][C:6]=5[NH:12][C:11]4=[O:13])[CH2:15][CH2:16]3)[CH:21]=2)=[O:28])=[CH:33][CH:32]=1, predict the reactants needed to synthesize it. The reactants are: [CH3:1][O:2][C:3]1[CH:4]=[CH:5][C:6]2[NH:12][C:11](=[O:13])[N:10]([CH:14]3[CH2:19][CH2:18][N:17]([C:20]4[N:25]=[CH:24][N:23]=[C:22]([C:26]([OH:28])=O)[CH:21]=4)[CH2:16][CH2:15]3)[CH2:9][CH2:8][C:7]=2[CH:29]=1.[F:30][C:31]1[CH:39]=[C:38]2[C:34]([CH2:35][CH2:36][NH:37]2)=[CH:33][CH:32]=1.CN(C(ON1N=NC2C=CC=CC1=2)=[N+](C)C)C.[B-](F)(F)(F)F. (3) Given the product [F:4][C:5]1[CH:6]=[CH:7][C:8]([C@@H:11]2[CH2:12][C@@:13]([OH:22])([CH3:25])[CH2:14][C@@H:15]3[N:20]2[C:19](=[O:21])[CH2:18][CH2:17][CH2:16]3)=[CH:9][CH:10]=1, predict the reactants needed to synthesize it. The reactants are: C[Mg]Br.[F:4][C:5]1[CH:10]=[CH:9][C:8]([C@H:11]2[N:20]3[C@H:15]([CH2:16][CH2:17][CH2:18][C:19]3=[O:21])[CH2:14][C:13](=[O:22])[CH2:12]2)=[CH:7][CH:6]=1.[Cl-].[NH4+].[C:25](OCC)(=O)C. (4) Given the product [Cl-:10].[OH:7][C:6]1[N:2]([CH3:1])[N:3]=[CH:4][C:5]=1[CH:12]=[N+:13]([CH3:16])[CH3:14], predict the reactants needed to synthesize it. The reactants are: [CH3:1][N:2]1[C:6](=[O:7])[CH:5]=[CH:4][NH:3]1.O(Cl)S[Cl:10].[CH3:12][N:13]([CH3:16])[CH:14]=O. (5) The reactants are: [OH:1][C:2]1[CH:9]=[CH:8][C:5]([CH:6]=[O:7])=[CH:4][C:3]=1[N+:10]([O-:12])=[O:11].[H-].[Na+].Br[CH2:16][C:17]([O:19][CH2:20][CH3:21])=[O:18]. Given the product [CH2:20]([O:19][C:17](=[O:18])[CH2:16][O:1][C:2]1[CH:9]=[CH:8][C:5]([CH:6]=[O:7])=[CH:4][C:3]=1[N+:10]([O-:12])=[O:11])[CH3:21], predict the reactants needed to synthesize it. (6) The reactants are: [CH2:1]([NH:3][C:4]1[CH:9]=[CH:8][CH:7]=[CH:6][CH:5]=1)[CH3:2].[CH2:10]1[O:12][CH:11]1[CH2:13][OH:14].C(O)C. Given the product [CH2:1]([N:3]([C:4]1[CH:9]=[CH:8][CH:7]=[CH:6][CH:5]=1)[CH2:10][CH:11]([OH:12])[CH2:13][OH:14])[CH3:2], predict the reactants needed to synthesize it. (7) Given the product [C:19]([N:3]1[C:4]2[C:9](=[CH:8][CH:7]=[CH:6][CH:5]=2)[C@H:10]([N:12]([C:13]2[CH:14]=[CH:15][CH:16]=[CH:17][CH:18]=2)[C:27]([C:23]2[O:22][CH:26]=[CH:25][CH:24]=2)=[O:28])[CH2:11][C@@H:2]1[CH3:1])(=[O:21])[CH3:20], predict the reactants needed to synthesize it. The reactants are: [CH3:1][C@H:2]1[CH2:11][C@@H:10]([NH:12][C:13]2[CH:18]=[CH:17][CH:16]=[CH:15][CH:14]=2)[C:9]2[C:4](=[CH:5][CH:6]=[CH:7][CH:8]=2)[N:3]1[C:19](=[O:21])[CH3:20].[O:22]1[CH:26]=[CH:25][CH:24]=[C:23]1[C:27](Cl)=[O:28].N1C=CC=CC=1.